Dataset: NCI-60 drug combinations with 297,098 pairs across 59 cell lines. Task: Regression. Given two drug SMILES strings and cell line genomic features, predict the synergy score measuring deviation from expected non-interaction effect. (1) Synergy scores: CSS=30.6, Synergy_ZIP=-5.66, Synergy_Bliss=4.67, Synergy_Loewe=-20.3, Synergy_HSA=2.36. Drug 2: CN1C2=C(C=C(C=C2)N(CCCl)CCCl)N=C1CCCC(=O)O.Cl. Drug 1: CCC1=C2CN3C(=CC4=C(C3=O)COC(=O)C4(CC)O)C2=NC5=C1C=C(C=C5)O. Cell line: SF-268. (2) Drug 1: CC12CCC(CC1=CCC3C2CCC4(C3CC=C4C5=CN=CC=C5)C)O. Drug 2: C1=NC2=C(N1)C(=S)N=CN2. Cell line: IGROV1. Synergy scores: CSS=8.69, Synergy_ZIP=-0.754, Synergy_Bliss=-2.64, Synergy_Loewe=-3.77, Synergy_HSA=-3.28.